Task: Predict the reactants needed to synthesize the given product.. Dataset: Full USPTO retrosynthesis dataset with 1.9M reactions from patents (1976-2016) (1) Given the product [CH:54]1([C:52]([N:49]2[CH2:50][CH2:51][C@@H:47]([CH2:46][N:45]3[CH:44]=[N:43][N:42]=[C:41]3[C:38]3[CH:39]=[CH:40][C:35]([C:2]4[CH:7]=[CH:6][N:5]5[CH:8]=[CH:9][N:10]=[C:4]5[CH:3]=4)=[CH:36][CH:37]=3)[CH2:48]2)=[O:53])[CH2:56][CH2:55]1, predict the reactants needed to synthesize it. The reactants are: Br[C:2]1[CH:7]=[CH:6][N:5]2[CH:8]=[CH:9][N:10]=[C:4]2[CH:3]=1.B1(B2OC(C)(C)C(C)(C)O2)OC(C)(C)C(C)(C)O1.CC([O-])=O.[K+].Br[C:35]1[CH:40]=[CH:39][C:38]([C:41]2[N:45]([CH2:46][C@@H:47]3[CH2:51][CH2:50][N:49]([C:52]([CH:54]4[CH2:56][CH2:55]4)=[O:53])[CH2:48]3)[CH:44]=[N:43][N:42]=2)=[CH:37][CH:36]=1.C([O-])([O-])=O.[K+].[K+]. (2) Given the product [CH3:21][N:19]([CH3:18])[CH:9]1[CH2:8][C:7]2[C:11](=[CH:12][CH:13]=[C:5]([N+:2]([O-:4])=[O:3])[CH:6]=2)[CH2:10]1, predict the reactants needed to synthesize it. The reactants are: Cl.[N+:2]([C:5]1[CH:6]=[C:7]2[C:11](=[CH:12][CH:13]=1)[CH2:10][CH:9](N)[CH2:8]2)([O-:4])=[O:3].C=O.[BH3-][C:18]#[N:19].[Na+].[C:21](O)(=O)C. (3) Given the product [ClH:8].[NH2:9][CH2:10][C:11](=[O:17])[CH2:12][CH2:13][C:14]([O:7][CH:2]([CH3:1])[CH2:3][CH2:4][CH2:5][CH3:6])=[O:15], predict the reactants needed to synthesize it. The reactants are: [CH3:1][CH:2]([OH:7])[CH2:3][CH2:4][CH2:5][CH3:6].[ClH:8].[NH2:9][CH2:10][C:11](=[O:17])[CH2:12][CH2:13][C:14](O)=[O:15]. (4) Given the product [NH2:10][C:3]1[C:2]([O:13][CH2:14][C@@H:15]2[CH2:19][CH2:18][N:17]([C:20]([O:22][C:23]([CH3:26])([CH3:25])[CH3:24])=[O:21])[CH2:16]2)=[N:7][C:6]([Br:8])=[C:5]([Cl:9])[N:4]=1, predict the reactants needed to synthesize it. The reactants are: Br[C:2]1[C:3]([NH2:10])=[N:4][C:5]([Cl:9])=[C:6]([Br:8])[N:7]=1.[OH-].[Na+].[OH:13][CH2:14][C@@H:15]1[CH2:19][CH2:18][N:17]([C:20]([O:22][C:23]([CH3:26])([CH3:25])[CH3:24])=[O:21])[CH2:16]1. (5) Given the product [Cl:1][C:2]1[CH:7]=[CH:6][C:5]([C:8]2[S:9][C:10]3[C:11](=[O:28])[NH:12][CH:13]=[CH:14][C:15]=3[N:16]=2)=[CH:4][CH:3]=1, predict the reactants needed to synthesize it. The reactants are: [Cl:1][C:2]1[CH:7]=[CH:6][C:5]([C:8]2[S:9][C:10]3[C:11](=[O:28])[N:12](CC4C=CC(OC)=CC=4OC)[CH:13]=[CH:14][C:15]=3[N:16]=2)=[CH:4][CH:3]=1.O.C([O-])(O)=O.[Na+].CC(C)=O. (6) Given the product [CH:12]1([NH:15][C:5](=[O:7])[C:4]2[CH:8]=[CH:9][CH:10]=[CH:11][C:3]=2[OH:2])[CH2:14][CH2:13]1, predict the reactants needed to synthesize it. The reactants are: C[O:2][C:3]1[C:4](=[CH:8][CH:9]=[CH:10][CH:11]=1)[C:5]([O-:7])=O.[CH:12]1([NH2:15])[CH2:14][CH2:13]1. (7) Given the product [CH3:1][O:2][C:3](=[O:12])[C:4]1[CH:10]=[CH:9][C:8]([CH3:11])=[CH:7][C:5]=1[O:6][S:13]([C:16]([F:19])([F:18])[F:17])(=[O:15])=[O:14], predict the reactants needed to synthesize it. The reactants are: [CH3:1][O:2][C:3](=[O:12])[C:4]1[C:5](=[CH:7][C:8]([CH3:11])=[CH:9][CH:10]=1)[OH:6].[S:13](O[S:13]([C:16]([F:19])([F:18])[F:17])(=[O:15])=[O:14])([C:16]([F:19])([F:18])[F:17])(=[O:15])=[O:14].Cl.